This data is from Full USPTO retrosynthesis dataset with 1.9M reactions from patents (1976-2016). The task is: Predict the reactants needed to synthesize the given product. (1) Given the product [CH2:1]([O:3][C:4]([C@@H:6]([O:20][Si:21]([C:24]([CH3:26])([CH3:25])[CH3:27])([CH3:22])[CH3:23])[C@@H:7]([CH3:19])[CH2:8][OH:9])=[CH2:5])[CH3:2], predict the reactants needed to synthesize it. The reactants are: [CH2:1]([O:3][C:4]([C@@H:6]([O:20][Si:21]([C:24]([CH3:27])([CH3:26])[CH3:25])([CH3:23])[CH3:22])[C@@H:7]([CH3:19])[CH2:8][O:9]CC1C=CC(OC)=CC=1)=[CH2:5])[CH3:2].O.ClC1C(=O)C(C#N)=C(C#N)C(=O)C=1Cl.C([O-])(O)=O.[Na+]. (2) Given the product [NH:3]1[CH:4]=[CH:5][N:1]=[C:2]1[C:6]1[CH:7]=[CH:8][C:9]([CH2:12][N:25]2[C:14](=[O:24])[C:15]3[C:16](=[CH:20][CH:21]=[CH:22][CH:23]=3)[C:17]2=[O:18])=[CH:10][CH:11]=1, predict the reactants needed to synthesize it. The reactants are: [NH:1]1[CH:5]=[CH:4][N:3]=[C:2]1[C:6]1[CH:11]=[CH:10][C:9]([CH2:12]O)=[CH:8][CH:7]=1.[C:14]([NH2:25])(=[O:24])[C:15]1[C:16](=[CH:20][CH:21]=[CH:22][CH:23]=1)[C:17](N)=[O:18].C1(P(C2C=CC=CC=2)C2C=CC=CC=2)C=CC=CC=1.CC(OC(/N=N/C(OC(C)C)=O)=O)C. (3) Given the product [CH2:32]([Sn:41]([CH2:42][CH2:43][CH2:44][CH3:45])([CH2:37][CH2:38][CH2:39][CH3:40])[C:2]1[CH:14]=[CH:13][C:12]2[C:11]3[C:6](=[CH:7][C:8]([Sn:41]([CH2:46][CH2:47][CH2:48][CH3:49])([CH2:42][CH2:43][CH2:44][CH3:45])[CH2:37][CH2:38][CH2:39][CH3:40])=[CH:9][CH:10]=3)[N:5]([CH2:16][CH:17]([CH2:26][CH2:27][CH2:28][CH2:29][CH2:30][CH3:31])[CH2:18][CH2:19][CH2:20][CH2:21][CH2:22][CH2:23][CH2:24][CH3:25])[C:4]=2[CH:3]=1)[CH2:33][CH2:34][CH3:35], predict the reactants needed to synthesize it. The reactants are: Br[C:2]1[CH:14]=[CH:13][C:12]2[C:11]3[C:6](=[CH:7][C:8](Br)=[CH:9][CH:10]=3)[N:5]([CH2:16][CH:17]([CH2:26][CH2:27][CH2:28][CH2:29][CH2:30][CH3:31])[CH2:18][CH2:19][CH2:20][CH2:21][CH2:22][CH2:23][CH2:24][CH3:25])[C:4]=2[CH:3]=1.[CH2:32]([Li])[CH2:33][CH2:34][CH3:35].[CH2:37]([Sn:41](Cl)([CH2:46][CH2:47][CH2:48][CH3:49])[CH2:42][CH2:43][CH2:44][CH3:45])[CH2:38][CH2:39][CH3:40]. (4) Given the product [CH3:11][C@@:10]12[C:9](=[O:23])[CH2:8][CH2:7][C@H:6]1[C@@H:5]1[CH2:4][C:3]([C:20]3[C@@:15]([CH3:22])([C@H:14]1[CH2:13][CH2:12]2)[CH:16]=[CH:17][C:18](=[O:21])[CH:19]=3)=[CH2:2], predict the reactants needed to synthesize it. The reactants are: O[CH2:2][CH:3]1[C:20]2[C@:15]([CH3:22])([CH:16]=[CH:17][C:18](=[O:21])[CH:19]=2)[C@@H:14]2[C@H:5]([C@H:6]3[C@@:10]([CH2:12][CH2:13]2)([CH3:11])[C:9](=[O:23])[CH2:8][CH2:7]3)[CH2:4]1.C12(CS(O)(=O)=O)C(C)(C)C(CC1)CC2=O.C(=O)(O)[O-].[Na+].